Dataset: Reaction yield outcomes from USPTO patents with 853,638 reactions. Task: Predict the reaction yield, written as a fraction of the theoretical maximum amount of product (1.0 means a 100% yield; for example, 0.34 means a 34% yield). (1) The reactants are [CH3:1][O:2][C:3](=[O:29])[CH2:4][CH2:5][CH2:6]/[CH:7]=[CH:8]\[CH2:9][C@H:10]1[C:14](=[O:15])[CH:13]=[CH:12][C@@H:11]1/[CH:16]=[CH:17]/[C@@H:18]([OH:28])[CH2:19][CH2:20][C:21]1[S:22][C:23]([CH3:27])=[C:24]([Br:26])[CH:25]=1.N1C(C)=CC=CC=1C.[Si:38](OS(C(F)(F)F)(=O)=O)([C:41]([CH3:44])([CH3:43])[CH3:42])([CH3:40])[CH3:39].C([O-])(O)=O.[Na+]. The catalyst is ClCCl. The product is [CH3:1][O:2][C:3](=[O:29])[CH2:4][CH2:5][CH2:6]/[CH:7]=[CH:8]\[CH2:9][C@H:10]1[C:14](=[O:15])[CH:13]=[CH:12][C@@H:11]1/[CH:16]=[CH:17]/[C@@H:18]([O:28][Si:38]([C:41]([CH3:44])([CH3:43])[CH3:42])([CH3:40])[CH3:39])[CH2:19][CH2:20][C:21]1[S:22][C:23]([CH3:27])=[C:24]([Br:26])[CH:25]=1. The yield is 0.900. (2) The catalyst is C(O)C. The reactants are [Br:1][C:2]1[CH:8]=[C:7]([OH:9])[C:6]([Br:10])=[CH:5][C:3]=1[OH:4].[OH-].[Na+].[CH2:13](Br)[CH2:14][CH2:15][CH2:16][CH2:17][CH2:18][CH2:19][CH2:20][CH2:21][CH2:22][CH2:23][CH3:24]. The product is [Br:1][C:2]1[CH:8]=[C:7]([O:9][CH2:24][CH2:23][CH2:22][CH2:21][CH2:20][CH2:19][CH2:18][CH2:17][CH2:16][CH2:15][CH2:14][CH3:13])[C:6]([Br:10])=[CH:5][C:3]=1[OH:4]. The yield is 0.600. (3) The reactants are CC(OI1(OC(C)=O)(OC(C)=O)OC(=O)C2C=CC=CC1=2)=O.[CH3:23][O:24][CH2:25][O:26][C:27]1[CH:28]=[N:29][CH:30]=[CH:31][C:32]=1[CH:33]([OH:35])[CH3:34].C([O-])(O)=O.[Na+].[O-]S([O-])(=S)=O.[Na+].[Na+]. The catalyst is C(Cl)(Cl)Cl. The product is [CH3:23][O:24][CH2:25][O:26][C:27]1[CH:28]=[N:29][CH:30]=[CH:31][C:32]=1[C:33](=[O:35])[CH3:34]. The yield is 0.860. (4) The reactants are Br[CH2:2][C:3]1[NH:8][C:7]([C:9]2[S:10][CH:11]=[CH:12][N:13]=2)=[N:6][CH:5]([C:14]2[CH:19]=[CH:18][C:17]([F:20])=[CH:16][C:15]=2[Cl:21])[C:4]=1[C:22]([O:24][CH2:25][CH3:26])=[O:23].[NH:27]1[CH2:32][CH2:31][O:30][CH:29]([CH2:33][CH2:34][C:35]([OH:37])=[O:36])[CH2:28]1. No catalyst specified. The product is [Cl:21][C:15]1[CH:16]=[C:17]([F:20])[CH:18]=[CH:19][C:14]=1[CH:5]1[N:6]=[C:7]([C:9]2[S:10][CH:11]=[CH:12][N:13]=2)[NH:8][C:3]([CH2:2][N:27]2[CH2:32][CH2:31][O:30][CH:29]([CH2:33][CH2:34][C:35]([OH:37])=[O:36])[CH2:28]2)=[C:4]1[C:22]([O:24][CH2:25][CH3:26])=[O:23]. The yield is 0.600. (5) The reactants are [Cl:1][C:2]1[CH:6]=[N:5][N:4]([CH3:7])[C:3]=1[C:8]1[CH:9]=[C:10]([NH2:16])[CH:11]=[CH:12][C:13]=1[O:14][CH3:15].[F:17][C:18]([F:33])([F:32])[C:19]1[CH:20]=[C:21]([N:29]=[C:30]=[O:31])[CH:22]=[C:23]([C:25]([F:28])([F:27])[F:26])[CH:24]=1. No catalyst specified. The product is [F:17][C:18]([F:32])([F:33])[C:19]1[CH:20]=[C:21]([NH:29][C:30]([NH:16][C:10]2[CH:11]=[CH:12][C:13]([O:14][CH3:15])=[C:8]([C:3]3[N:4]([CH3:7])[N:5]=[CH:6][C:2]=3[Cl:1])[CH:9]=2)=[O:31])[CH:22]=[C:23]([C:25]([F:28])([F:26])[F:27])[CH:24]=1. The yield is 0.320.